This data is from Full USPTO retrosynthesis dataset with 1.9M reactions from patents (1976-2016). The task is: Predict the reactants needed to synthesize the given product. (1) Given the product [N:1]1[C:9]([S:10][CH2:11][C:12]2[O:13][C:14](=[O:28])[C:15]3[C:20]([C:21]=2[C:22]2[CH:23]=[CH:24][CH:25]=[CH:26][C:27]=2[F:47])=[CH:19][CH:18]=[CH:17][CH:16]=3)=[C:8]2[C:4]([NH:5][CH:6]=[N:7]2)=[N:3][CH:2]=1, predict the reactants needed to synthesize it. The reactants are: [N:1]1[C:9]([S:10][CH2:11][C:12]2[O:13][C:14](=[O:28])[C:15]3[C:20]([C:21]=2[C:22]2[CH:27]=[CH:26][CH:25]=[CH:24][CH:23]=2)=[CH:19][CH:18]=[CH:17][CH:16]=3)=[C:8]2[C:4]([NH:5][CH:6]=[N:7]2)=[N:3][CH:2]=1.BrCC1OC(=O)C2C(C=1C1C=CC=CC=1[F:47])=CC=CC=2.O.N1C(S)=C2C(NC=N2)=NC=1.C([O-])([O-])=O.[K+].[K+]. (2) Given the product [F:31][C:15]1[CH:16]=[C:17]([N:20]2[CH2:24][C@H:23]([CH2:25][NH:26][C:27]([NH2:29])=[S:28])[O:22][C:21]2=[O:30])[CH:18]=[CH:19][C:14]=1[N:11]1[CH2:12][CH2:13][NH:8][CH2:9][CH2:10]1, predict the reactants needed to synthesize it. The reactants are: C(OC([N:8]1[CH2:13][CH2:12][N:11]([C:14]2[CH:19]=[CH:18][C:17]([N:20]3[CH2:24][C@H:23]([CH2:25][NH:26][C:27]([NH2:29])=[S:28])[O:22][C:21]3=[O:30])=[CH:16][C:15]=2[F:31])[CH2:10][CH2:9]1)=O)(C)(C)C.Cl. (3) Given the product [NH2:8][C@H:9]1[CH2:13][CH2:12][N:11]([C:14]2[CH:19]=[CH:18][C:17]([N:20]3[CH2:24][C@H:23]([CH2:25][O:26][C:27]4[CH:31]=[CH:30][O:29][N:28]=4)[O:22][C:21]3=[O:32])=[CH:16][C:15]=2[F:33])[CH2:10]1.[ClH:34], predict the reactants needed to synthesize it. The reactants are: C(OC([NH:8][C@H:9]1[CH2:13][CH2:12][N:11]([C:14]2[CH:19]=[CH:18][C:17]([N:20]3[CH2:24][C@H:23]([CH2:25][O:26][C:27]4[CH:31]=[CH:30][O:29][N:28]=4)[O:22][C:21]3=[O:32])=[CH:16][C:15]=2[F:33])[CH2:10]1)=O)(C)(C)C.[ClH:34]. (4) Given the product [C:1]([O:5][C:6]([N:8]1[CH2:28][CH2:27][N:11]2[C:12](=[O:26])[C:13]3[C:18]([C@@H:10]2[CH2:9]1)=[CH:17][C:16]([CH2:19][CH2:20][CH3:21])=[CH:15][C:14]=3[C:22]([F:24])([F:25])[F:23])=[O:7])([CH3:2])([CH3:3])[CH3:4], predict the reactants needed to synthesize it. The reactants are: [C:1]([O:5][C:6]([N:8]1[CH2:28][CH2:27][N:11]2[C:12](=[O:26])[C:13]3[C:18]([C@@H:10]2[CH2:9]1)=[CH:17][C:16]([CH2:19][CH:20]=[CH2:21])=[CH:15][C:14]=3[C:22]([F:25])([F:24])[F:23])=[O:7])([CH3:4])([CH3:3])[CH3:2].[H][H]. (5) Given the product [N:24]1[CH:25]=[CH:26][CH:27]=[CH:28][C:23]=1[C:10]1[C:11]2[C:12]([NH:17][CH2:18][C:19]([F:21])([F:22])[F:20])=[N:13][CH:14]=[CH:15][C:16]=2[NH:8][N:9]=1, predict the reactants needed to synthesize it. The reactants are: COC1C=CC(C[N:8]2[C:16]3[CH:15]=[CH:14][N:13]=[C:12]([NH:17][CH2:18][C:19]([F:22])([F:21])[F:20])[C:11]=3[C:10]([C:23]3[CH:28]=[CH:27][CH:26]=[CH:25][N:24]=3)=[N:9]2)=CC=1.C(NC1C2C([Sn](C)(C)C)=NN(CC3C=CC(OC)=CC=3)C=2C=CN=1)C.BrC1C=CC=CN=1.[Li+].[Cl-]. (6) Given the product [Cl:32][C:21]1[CH:20]=[C:19]([N:12]2[CH:13]=[CH:14][C:15]3[O:16][C:8]([C:5]4[CH:4]=[CH:3][C:2]([Cl:1])=[CH:7][CH:6]=4)=[CH:9][C:10]=3[C:11]2=[O:17])[CH:31]=[CH:30][C:22]=1[O:23][CH2:24][C:25]1([C:28]#[N:29])[CH2:26][CH2:27]1, predict the reactants needed to synthesize it. The reactants are: [Cl:1][C:2]1[CH:7]=[CH:6][C:5]([C:8]2[O:16][C:15]3[CH:14]=[CH:13][NH:12][C:11](=[O:17])[C:10]=3[CH:9]=2)=[CH:4][CH:3]=1.Br[C:19]1[CH:31]=[CH:30][C:22]([O:23][CH2:24][C:25]2([C:28]#[N:29])[CH2:27][CH2:26]2)=[C:21]([Cl:32])[CH:20]=1.CNCCNC.C(=O)([O-])[O-].[K+].[K+]. (7) Given the product [CH3:19][Si:18]([CH3:21])([CH3:20])[O:1][C:2]1[CH2:3][CH2:4][N:5]([C:8]([O:10][CH2:11][C:12]2[CH:17]=[CH:16][CH:15]=[CH:14][CH:13]=2)=[O:9])[CH2:6][CH:7]=1, predict the reactants needed to synthesize it. The reactants are: [O:1]=[C:2]1[CH2:7][CH2:6][N:5]([C:8]([O:10][CH2:11][C:12]2[CH:17]=[CH:16][CH:15]=[CH:14][CH:13]=2)=[O:9])[CH2:4][CH2:3]1.[Si:18](Cl)([CH3:21])([CH3:20])[CH3:19].C(N(CC)CC)C.